Dataset: Reaction yield outcomes from USPTO patents with 853,638 reactions. Task: Predict the reaction yield, written as a fraction of the theoretical maximum amount of product (1.0 means a 100% yield; for example, 0.34 means a 34% yield). (1) The reactants are C(C(=[C:16]1[C:28]2[C:20]([CH:21]=[C:22]3[C:27]=2[CH:26]=[C:25]([C:29]([CH3:32])([CH3:31])[CH3:30])[C:24]([C:33]2[CH:38]=[CH:37][C:36]([CH3:39])=[CH:35][CH:34]=2)=[CH:23]3)=[C:19](C2C=CC=C2)[C:18]([C:45]2[CH:50]=[CH:49][C:48]([CH3:51])=[CH:47][CH:46]=2)=[C:17]1[C:52]([CH3:55])([CH3:54])[CH3:53])CC1C=CC=CC=1)C1C=CC=CC=1.C(O[CH2:59][CH3:60])C.[CH2:61]([Li])[CH2:62][CH2:63][CH3:64].[Cl-:66].[Cl-].[Cl-].[Cl-].[Zr+4:70]. The catalyst is CCCCCC. The product is [Cl-:66].[Cl-:66].[CH2:61]([C:53](=[Zr+2:70]([CH:60]1[CH:59]=[CH:33][CH:24]=[CH:25]1)[C:23]1[C:22]2[CH2:21][C:20]3[C:28](=[CH:16][C:17]([C:52]([CH3:55])([CH3:53])[CH3:54])=[C:18]([C:45]4[CH:46]=[CH:47][C:48]([CH3:51])=[CH:49][CH:50]=4)[CH:19]=3)[C:27]=2[CH:26]=[C:25]([C:29]([CH3:32])([CH3:31])[CH3:30])[C:24]=1[C:33]1[CH:34]=[CH:35][C:36]([CH3:39])=[CH:37][CH:38]=1)[CH2:52][C:17]1[CH:16]=[CH:28][CH:20]=[CH:19][CH:18]=1)[C:62]1[CH:23]=[CH:22][CH:21]=[CH:64][CH:63]=1. The yield is 0.580. (2) The reactants are [O:1]1[C:5]2([CH2:10][CH2:9][C:8](=O)[CH2:7][CH2:6]2)[O:4][CH2:3][CH2:2]1.[NH:12]1[CH2:16][CH2:15][C@@H:14]([NH:17][C:18](=[O:24])[O:19][C:20]([CH3:23])([CH3:22])[CH3:21])[CH2:13]1.C(O[BH-](OC(=O)C)OC(=O)C)(=O)C.[Na+]. The catalyst is ClCCCl.C(Cl)Cl. The product is [O:1]1[C:5]2([CH2:10][CH2:9][CH:8]([N:12]3[CH2:16][CH2:15][C@@H:14]([NH:17][C:18](=[O:24])[O:19][C:20]([CH3:22])([CH3:21])[CH3:23])[CH2:13]3)[CH2:7][CH2:6]2)[O:4][CH2:3][CH2:2]1. The yield is 0.968.